Dataset: Catalyst prediction with 721,799 reactions and 888 catalyst types from USPTO. Task: Predict which catalyst facilitates the given reaction. (1) Reactant: [C:1]1([N:7]2[C:12](=O)C3SC=C(C4C=CC=CC=4)C=3N=C2)[CH:6]=[CH:5][CH:4]=[CH:3][CH:2]=1.[NH2:23][C:24]1[C:28]([C:29]2[CH:34]=[CH:33][CH:32]=[CH:31][C:30]=2[F:35])=[CH:27][S:26][C:25]=1[C:36]([O:38]C)=O.[CH:40](OCC)(OCC)OCC.NC1C=CC=C(C)C=1. Product: [F:35][C:30]1[CH:31]=[CH:32][CH:33]=[CH:34][C:29]=1[C:28]1[C:24]2[N:23]=[CH:12][N:7]([C:1]3[CH:2]=[C:3]([CH3:40])[CH:4]=[CH:5][CH:6]=3)[C:36](=[O:38])[C:25]=2[S:26][CH:27]=1. The catalyst class is: 15. (2) Reactant: [Cl:1][C:2]1[CH:3]=[N:4][N:5]([CH2:15][CH3:16])[C:6]=1[C:7]1[CH:8]=[C:9]([C:12]([OH:14])=O)[S:10][CH:11]=1.[NH2:17][C@@H:18]([CH2:31][C:32]1[CH:37]=[CH:36][CH:35]=[CH:34][C:33]=1[C:38]([F:41])([F:40])[F:39])[CH2:19][N:20]1[C:28](=[O:29])[C:27]2[C:22](=[CH:23][CH:24]=[CH:25][CH:26]=2)[C:21]1=[O:30].CCN(C(C)C)C(C)C.C1CN([P+](Br)(N2CCCC2)N2CCCC2)CC1.F[P-](F)(F)(F)(F)F. Product: [Cl:1][C:2]1[CH:3]=[N:4][N:5]([CH2:15][CH3:16])[C:6]=1[C:7]1[CH:8]=[C:9]([C:12]([NH:17][C@@H:18]([CH2:31][C:32]2[CH:37]=[CH:36][CH:35]=[CH:34][C:33]=2[C:38]([F:41])([F:39])[F:40])[CH2:19][N:20]2[C:28](=[O:29])[C:27]3[C:22](=[CH:23][CH:24]=[CH:25][CH:26]=3)[C:21]2=[O:30])=[O:14])[S:10][CH:11]=1. The catalyst class is: 2. (3) Reactant: N[C@H:2](C(O)=O)CC1C=CC=CC=1.CC1(C)C2(CS(O)(=O)=O)C(CC1CC2)=O.[CH2:28]([C:35]1([CH2:43][CH2:44][C:45](=[O:47])[CH3:46])[C:40](=O)[CH2:39][CH2:38][CH2:37][C:36]1=[O:42])[C:29]1[CH:34]=[CH:33][CH:32]=[CH:31][CH:30]=1. Product: [CH2:28]([C:35]12[C:36](=[O:42])[CH2:37][CH2:38][CH2:39][C:40]1=[C:46]([CH3:2])[C:45](=[O:47])[CH2:44][CH2:43]2)[C:29]1[CH:30]=[CH:31][CH:32]=[CH:33][CH:34]=1. The catalyst class is: 10. (4) Reactant: [F:1][C:2]1[CH:7]=[C:6]([N:8]2[CH:13]=[CH:12][CH:11]=[CH:10][C:9]2=[O:14])[CH:5]=[CH:4][C:3]=1[NH:15][C:16]([CH:18]1[CH2:22][C@H:21]([NH:23][C:24]([C:26]2[S:27][C:28]([Cl:31])=[CH:29][CH:30]=2)=[O:25])[CH:20]([NH:32][CH3:33])[CH2:19]1)=[O:17].C(N(C(C)C)C(C)C)C.[S:43](Cl)([CH3:46])(=[O:45])=[O:44]. Product: [F:1][C:2]1[CH:7]=[C:6]([N:8]2[CH:13]=[CH:12][CH:11]=[CH:10][C:9]2=[O:14])[CH:5]=[CH:4][C:3]=1[NH:15][C:16]([CH:18]1[CH2:22][C@H:21]([NH:23][C:24]([C:26]2[S:27][C:28]([Cl:31])=[CH:29][CH:30]=2)=[O:25])[CH:20]([N:32]([S:43]([CH3:46])(=[O:45])=[O:44])[CH3:33])[CH2:19]1)=[O:17]. The catalyst class is: 10. (5) The catalyst class is: 3. Reactant: [I:1][C:2]1[C:3]([S:11][C:12]2[NH:13][C:14]3[C:19]([N:20]=2)=[C:18]([NH2:21])[N:17]=[CH:16][N:15]=3)=[CH:4][C:5]2[O:9][CH2:8][CH2:7][C:6]=2[CH:10]=1.Br[CH2:23][CH2:24][CH2:25][NH:26][C:27]([CH:29]1[CH2:31][CH2:30]1)=[O:28].C([O-])([O-])=O.[Cs+].[Cs+]. Product: [NH2:21][C:18]1[N:17]=[CH:16][N:15]=[C:14]2[C:19]=1[N:20]=[C:12]([S:11][C:3]1[C:2]([I:1])=[CH:10][C:6]3[CH2:7][CH2:8][O:9][C:5]=3[CH:4]=1)[N:13]2[CH2:23][CH2:24][CH2:25][NH:26][C:27]([CH:29]1[CH2:31][CH2:30]1)=[O:28]. (6) Reactant: [H-].[H-].[H-].[H-].[Li+].[Al+3].C[O:8][C:9](=O)[C:10]1[CH:15]=[C:14]([C:16]2[CH:21]=[CH:20][C:19]([Cl:22])=[C:18]([Cl:23])[CH:17]=2)[CH:13]=[N:12][CH:11]=1. Product: [Cl:23][C:18]1[CH:17]=[C:16]([C:14]2[CH:15]=[C:10]([CH2:9][OH:8])[CH:11]=[N:12][CH:13]=2)[CH:21]=[CH:20][C:19]=1[Cl:22]. The catalyst class is: 1. (7) Reactant: C([N-]C(C)C)(C)C.[Li+].[Cl:9][C:10]1[C:15]([CH3:16])=[CH:14][CH:13]=[CH:12][N:11]=1.[Cl:17][C:18]1([C:21](OCC)=[O:22])[CH2:20][CH2:19]1.CC1C=CC=CN=1.[Cl-].[NH4+]. Product: [Cl:17][C:18]1([C:21](=[O:22])[CH2:16][C:15]2[C:10]([Cl:9])=[N:11][CH:12]=[CH:13][CH:14]=2)[CH2:20][CH2:19]1. The catalyst class is: 1. (8) Reactant: [OH:1][CH2:2][CH2:3][CH2:4][C:5]#[C:6][C:7]1[CH:12]=[C:11]([C:13]#[C:14][CH2:15][CH2:16][CH2:17][OH:18])[CH:10]=[C:9]([C:19]#[C:20][CH2:21][CH2:22][CH2:23][OH:24])[CH:8]=1. Product: [OH:1][CH2:2][CH2:3][CH2:4][CH2:5][CH2:6][C:7]1[CH:12]=[C:11]([CH2:13][CH2:14][CH2:15][CH2:16][CH2:17][OH:18])[CH:10]=[C:9]([CH2:19][CH2:20][CH2:21][CH2:22][CH2:23][OH:24])[CH:8]=1. The catalyst class is: 19. (9) Reactant: [C:1]([NH:4][NH:5][C:6]([C:8]1[N:9]=[N:10][C:11]([N:14]2[CH2:19][CH2:18][CH:17]([O:20][C:21]3[CH:26]=[CH:25][CH:24]=[CH:23][C:22]=3[C:27]([F:30])([F:29])[F:28])[CH2:16][CH2:15]2)=[CH:12][CH:13]=1)=[O:7])(=O)[CH3:2].C1(C)C=CC(S(Cl)(=O)=O)=CC=1.N1C=CC=CC=1. Product: [CH3:2][C:1]1[O:7][C:6]([C:8]2[N:9]=[N:10][C:11]([N:14]3[CH2:19][CH2:18][CH:17]([O:20][C:21]4[CH:26]=[CH:25][CH:24]=[CH:23][C:22]=4[C:27]([F:30])([F:28])[F:29])[CH2:16][CH2:15]3)=[CH:12][CH:13]=2)=[N:5][N:4]=1. The catalyst class is: 630.